This data is from TCR-epitope binding with 47,182 pairs between 192 epitopes and 23,139 TCRs. The task is: Binary Classification. Given a T-cell receptor sequence (or CDR3 region) and an epitope sequence, predict whether binding occurs between them. (1) The TCR CDR3 sequence is CASSPGAGVGEAFF. The epitope is HLVDFQVTI. Result: 1 (the TCR binds to the epitope). (2) The epitope is KPLEFGATSAAL. Result: 1 (the TCR binds to the epitope). The TCR CDR3 sequence is CASSDRGLSETQYF. (3) The epitope is PKYVKQNTLKLAT. The TCR CDR3 sequence is CASSDAGLGDYEQYF. Result: 1 (the TCR binds to the epitope). (4) The epitope is RQLLFVVEV. The TCR CDR3 sequence is CASSQGPQGVGLNEQFF. Result: 1 (the TCR binds to the epitope). (5) The epitope is ILHCANFNV. The TCR CDR3 sequence is CASSQGKGPGNTIYF. Result: 0 (the TCR does not bind to the epitope). (6) The epitope is DATYQRTRALVR. The TCR CDR3 sequence is CASSDGTGVGLGYTF. Result: 0 (the TCR does not bind to the epitope). (7) The epitope is HTTDPSFLGRY. The TCR CDR3 sequence is CSASPDLARLDEQFF. Result: 0 (the TCR does not bind to the epitope). (8) The epitope is GTHWFVTQR. The TCR CDR3 sequence is CASSLYGPEQYF. Result: 1 (the TCR binds to the epitope). (9) The epitope is QECVRGTTVL. The TCR CDR3 sequence is CASSSGNYEQYF. Result: 0 (the TCR does not bind to the epitope).